Dataset: hERG Central: cardiac toxicity at 1µM, 10µM, and general inhibition. Task: Predict hERG channel inhibition at various concentrations. (1) The molecule is O=C(CN(Cc1ccco1)C(=O)CNS(=O)(=O)c1ccc(Cl)cc1)NCc1ccco1. Results: hERG_inhib (hERG inhibition (general)): blocker. (2) The compound is COc1cccc(SCC2(O)CCN(C(=O)c3ccc(Cl)cc3)CC2)c1. Results: hERG_inhib (hERG inhibition (general)): blocker.